This data is from Reaction yield outcomes from USPTO patents with 853,638 reactions. The task is: Predict the reaction yield, written as a fraction of the theoretical maximum amount of product (1.0 means a 100% yield; for example, 0.34 means a 34% yield). (1) The reactants are Cl.[NH:2]1[CH2:6][CH2:5][CH2:4][C@H:3]1[C:7]([O:9][CH2:10][C:11]1[CH:16]=[CH:15][CH:14]=[CH:13][CH:12]=1)=[O:8].[CH:17]([S:19]([C:22]1[CH:27]=[CH:26][CH:25]=[CH:24][CH:23]=1)(=[O:21])=[O:20])=[CH2:18]. The catalyst is CCO.C(Cl)Cl. The product is [C:22]1([S:19]([CH2:17][CH2:18][N:2]2[CH2:6][CH2:5][CH2:4][C@H:3]2[C:7]([O:9][CH2:10][C:11]2[CH:16]=[CH:15][CH:14]=[CH:13][CH:12]=2)=[O:8])(=[O:21])=[O:20])[CH:27]=[CH:26][CH:25]=[CH:24][CH:23]=1. The yield is 0.980. (2) The reactants are [CH:1]1([CH2:4][C:5](=O)/[C:6](/[C:11]2[CH:16]=[CH:15][N:14]=[C:13]([NH:17][C:18]3[CH:23]=[CH:22][N:21]=[CH:20][CH:19]=3)[N:12]=2)=[CH:7]\N(C)C)[CH2:3][CH2:2]1.Cl.[NH2:26][C:27]([NH2:29])=[NH:28].C(=O)([O-])[O-].[K+].[K+]. The catalyst is CN(C=O)C. The product is [CH:1]1([CH2:4][C:5]2[C:6]([C:11]3[CH:16]=[CH:15][N:14]=[C:13]([NH:17][C:18]4[CH:23]=[CH:22][N:21]=[CH:20][CH:19]=4)[N:12]=3)=[CH:7][N:26]=[C:27]([NH2:29])[N:28]=2)[CH2:3][CH2:2]1. The yield is 0.313. (3) The reactants are [CH3:1][C:2]1[CH:7]=[CH:6][CH:5]=[CH:4][C:3]=1[OH:8].C([Li])CCC.[Cl-:14].[Cl-].[Cl-].[CH3:17][C:18]1[C:22]([Ti+3:24])([CH3:23])[C:21]([CH3:25])=[C:20]([CH3:26])[C:19]=1[CH3:27]. The catalyst is C1(C)C=CC=CC=1. The product is [Cl-:14].[Cl-:14].[CH3:1][C:2]1[CH:7]=[CH:6][CH:5]=[CH:4][C:3]=1[O:8][Ti+2:24][C:22]1([CH3:23])[C:18]([CH3:17])=[C:19]([CH3:27])[C:20]([CH3:26])=[C:21]1[CH3:25]. The yield is 0.850. (4) The reactants are CO[CH:3](OC)[CH2:4][NH:5][C:6](=[O:19])[C:7]([NH:9][CH2:10][C:11]1[CH:16]=[CH:15][C:14]([O:17][CH3:18])=[CH:13][CH:12]=1)=[O:8].C(O)(C(F)(F)F)=O. The catalyst is CC(O)=O. The product is [OH:19][C:6]1[C:7](=[O:8])[N:9]([CH2:10][C:11]2[CH:12]=[CH:13][C:14]([O:17][CH3:18])=[CH:15][CH:16]=2)[CH:3]=[CH:4][N:5]=1. The yield is 0.860. (5) The reactants are [C:1]([O:5][C:6](=[O:38])[NH:7][CH2:8][CH2:9][S:10][C:11]1[CH:16]=[C:15]([C:17]2[C:21]3[CH2:22][N:23]([S:26]([CH3:29])(=[O:28])=[O:27])[CH2:24][CH2:25][C:20]=3[N:19]([CH2:30][CH:31]3[CH2:33][O:32]3)[N:18]=2)[CH:14]=[CH:13][C:12]=1[C:34]([F:37])([F:36])[F:35])([CH3:4])([CH3:3])[CH3:2].C(OC(=O)NCCSC1C=C(C2[C:59]3[CH2:60][N:61](S(C)(=O)=O)[CH2:62][CH2:63][C:58]=3[NH:57]N=2)C=CC=1C(F)(F)F)(C)(C)C.[CH2:73]([CH:75]1[O:77][CH2:76]1)Cl.[C:78]([O-])([O-])=O.[Cs+].[Cs+]. The catalyst is CN(C=O)C. The product is [C:1]([O:5][C:6](=[O:38])[NH:7][CH2:8][CH2:9][S:10][C:11]1[CH:16]=[C:15]([C:17]2[C:21]3[CH2:22][N:23]([S:26]([CH3:29])(=[O:27])=[O:28])[CH2:24][CH2:25][C:20]=3[N:19]([CH2:30][CH:31]([OH:32])[CH2:33][N:61]3[CH2:60][CH2:59][CH:58]([N:57]4[CH2:78][CH2:73][CH2:75][C:76]4=[O:77])[CH2:63][CH2:62]3)[N:18]=2)[CH:14]=[CH:13][C:12]=1[C:34]([F:37])([F:35])[F:36])([CH3:4])([CH3:3])[CH3:2]. The yield is 0.400. (6) The catalyst is CN(C=O)C. The yield is 0.580. The product is [CH2:70]([O:69][C:46]1[CH:45]=[C:44]([CH:37]2[CH2:88][S:90][S:28][CH2:36]2)[CH:49]=[C:48]([O:50][CH2:51][CH2:52][CH2:53][CH2:54][CH2:55][CH2:56][CH2:57][CH2:58][CH2:59][CH2:60][CH2:61][CH2:62][CH2:63][CH2:64][CH2:65][CH2:66][CH2:67][CH3:68])[CH:47]=1)[CH2:71][CH2:72][CH2:73][CH2:74][CH2:75][CH2:76][CH2:77][CH2:78][CH2:79][CH2:80][CH2:81][CH2:82][CH2:83][CH2:84][CH2:85][CH2:86][CH3:87]. The reactants are C(OC1C=CC(C2CS[S:28]C2)=CC=1)CCCCCCCCCCCCCCCCC.CS(O[CH2:36][CH:37]([C:44]1[CH:49]=[C:48]([O:50][CH2:51][CH2:52][CH2:53][CH2:54][CH2:55][CH2:56][CH2:57][CH2:58][CH2:59][CH2:60][CH2:61][CH2:62][CH2:63][CH2:64][CH2:65][CH2:66][CH2:67][CH3:68])[CH:47]=[C:46]([O:69][CH2:70][CH2:71][CH2:72][CH2:73][CH2:74][CH2:75][CH2:76][CH2:77][CH2:78][CH2:79][CH2:80][CH2:81][CH2:82][CH2:83][CH2:84][CH2:85][CH2:86][CH3:87])[CH:45]=1)COS(C)(=O)=O)(=O)=O.[C:88]([S-:90])#N.[K+].CCO. (7) The reactants are [C:1]([C:4]1[CH:5]=[C:6]([S:10][C:11]2[CH:16]=[CH:15][C:14](/[CH:17]=[CH:18]/[C:19]([N:21]3[CH2:26][CH2:25][N:24]([C:27](=[O:29])[CH3:28])[CH2:23][CH2:22]3)=[O:20])=[CH:13][C:12]=2[N+:30]([O-:32])=[O:31])[CH:7]=[CH:8][CH:9]=1)(O)=[O:2].CCN(CC)CC.ClC(OCC)=O. The catalyst is C1COCC1. The product is [OH:2][CH2:1][C:4]1[CH:5]=[C:6]([S:10][C:11]2[CH:16]=[CH:15][C:14](/[CH:17]=[CH:18]/[C:19]([N:21]3[CH2:22][CH2:23][N:24]([C:27](=[O:29])[CH3:28])[CH2:25][CH2:26]3)=[O:20])=[CH:13][C:12]=2[N+:30]([O-:32])=[O:31])[CH:7]=[CH:8][CH:9]=1. The yield is 0.320.